From a dataset of Full USPTO retrosynthesis dataset with 1.9M reactions from patents (1976-2016). Predict the reactants needed to synthesize the given product. (1) Given the product [NH2:1][C:2]1[C:3]2[N:4]([C:9](=[O:12])[N:10]([CH2:14][C:15]3[CH:20]=[N:19][C:18]([C:21]([F:24])([F:22])[F:23])=[CH:17][CH:16]=3)[N:11]=2)[CH:5]=[N:6][C:7]=1[Cl:8], predict the reactants needed to synthesize it. The reactants are: [NH2:1][C:2]1[C:3]2[N:4]([C:9](=[O:12])[NH:10][N:11]=2)[CH:5]=[N:6][C:7]=1[Cl:8].Cl[CH2:14][C:15]1[CH:16]=[CH:17][C:18]([C:21]([F:24])([F:23])[F:22])=[N:19][CH:20]=1.C([O-])([O-])=O.[K+].[K+].O. (2) Given the product [C:31]1([CH2:30][CH2:29][CH2:28][O:27][CH2:26][C@@H:23]2[CH2:24][CH2:25][N:21]([C:19]3[CH:18]=[N:17][CH:16]=[C:15]([O:14][CH2:13][C@@H:9]4[CH2:10][CH2:11][CH2:12][NH:8]4)[CH:20]=3)[CH2:22]2)[CH:32]=[CH:33][CH:34]=[CH:35][CH:36]=1, predict the reactants needed to synthesize it. The reactants are: C(OC([N:8]1[CH2:12][CH2:11][CH2:10][C@H:9]1[CH2:13][O:14][C:15]1[CH:16]=[N:17][CH:18]=[C:19]([N:21]2[CH2:25][CH2:24][C@@H:23]([CH2:26][O:27][CH2:28][CH2:29][CH2:30][C:31]3[CH:36]=[CH:35][CH:34]=[CH:33][CH:32]=3)[CH2:22]2)[CH:20]=1)=O)(C)(C)C.C(O)(C(F)(F)F)=O.O. (3) Given the product [C@@H:34]1([N:1]2[CH:8]=[N:7][C:5]([NH2:6])=[N:4][C:2]2=[O:3])[O:46][C@H:45]([CH2:47][OH:48])[C@@H:40]([OH:41])[C@H:35]1[OH:36], predict the reactants needed to synthesize it. The reactants are: [NH:1]1[CH:8]=[N:7][C:5]([NH2:6])=[N:4][C:2]1=[O:3].C[Si](N[Si](C)(C)C)(C)C.[Si](OS(C(F)(F)F)(=O)=O)(C)(C)C.C(O[C@@H:34]1[O:46][C@H:45]([CH2:47][O:48]C(=O)C)[C@@H:40]([O:41]C(=O)C)[C@H:35]1[O:36]C(=O)C)(=O)C.C(=O)(O)[O-].[Na+].C[O-].[Na+].CO. (4) Given the product [ClH:1].[Cl:1][C:2]1[CH:25]=[CH:24][CH:23]=[C:22]([F:26])[C:3]=1[O:4][C:5]1[CH2:9][N:8]([C@@H:10]([CH2:14][CH:15]2[CH2:20][CH2:19][CH2:18][CH2:17][CH2:16]2)[C:11]([NH:33][C:28]2[CH:29]=[N:30][CH:31]=[CH:32][N:27]=2)=[O:13])[C:7](=[O:21])[CH:6]=1, predict the reactants needed to synthesize it. The reactants are: [Cl:1][C:2]1[CH:25]=[CH:24][CH:23]=[C:22]([F:26])[C:3]=1[O:4][C:5]1[CH2:9][N:8]([C@@H:10]([CH2:14][CH:15]2[CH2:20][CH2:19][CH2:18][CH2:17][CH2:16]2)[C:11]([OH:13])=O)[C:7](=[O:21])[CH:6]=1.[N:27]1[CH:32]=[CH:31][N:30]=[CH:29][C:28]=1[NH2:33].F[P-](F)(F)(F)(F)F.Br[P+](N1CCCC1)(N1CCCC1)N1CCCC1.C(N(CC)C(C)C)(C)C.Cl. (5) Given the product [CH2:13]([O:12][CH2:11][CH2:10][CH2:9][CH2:8][CH2:7][CH2:6][CH2:5][CH2:4][CH:11]([OH:12])[CH2:10][CH2:9][CH2:8][CH2:7][CH2:6][CH2:5][CH2:4][CH2:20][O:22][CH2:23][C:19]1[CH:14]=[CH:15][CH:16]=[CH:17][CH:18]=1)[C:14]1[CH:19]=[CH:18][CH:17]=[CH:16][CH:15]=1, predict the reactants needed to synthesize it. The reactants are: II.Br[CH2:4][CH2:5][CH2:6][CH2:7][CH2:8][CH2:9][CH2:10][CH2:11][O:12][CH2:13][C:14]1[CH:19]=[CH:18][CH:17]=[CH:16][CH:15]=1.[CH:20]([O:22][CH3:23])=O.[BH4-].[Na+].Cl. (6) Given the product [OH:14][CH2:13][C:12]1[CH:16]=[CH:17][CH:18]=[CH:19][C:11]=1[CH2:10][CH2:7][OH:8], predict the reactants needed to synthesize it. The reactants are: B.O1CCCC1.[C:7]([CH2:10][C:11]1[CH:19]=[CH:18][CH:17]=[CH:16][C:12]=1[C:13](O)=[O:14])(O)=[O:8].C(O)(=O)CC(CC(O)=O)(C(O)=O)O. (7) Given the product [NH2:10][C:11]1[CH:15]=[C:14]([C:1]2[CH:6]=[CH:5][CH:4]=[CH:3][CH:2]=2)[S:13][C:12]=1[S:17]([NH2:20])(=[O:19])=[O:18], predict the reactants needed to synthesize it. The reactants are: [C:1]1(B(O)O)[CH:6]=[CH:5][CH:4]=[CH:3][CH:2]=1.[NH2:10][C:11]1[CH:15]=[C:14](Cl)[S:13][C:12]=1[S:17]([NH2:20])(=[O:19])=[O:18].